This data is from Full USPTO retrosynthesis dataset with 1.9M reactions from patents (1976-2016). The task is: Predict the reactants needed to synthesize the given product. (1) Given the product [ClH:1].[ClH:1].[N+:34]([C:32]1[CH:31]=[CH:30][C:29]([C:37]2[CH:42]=[C:41]([O:43][CH3:44])[C:40]([O:45][CH3:46])=[C:39]([O:47][CH3:48])[CH:38]=2)=[C:28]([CH:33]=1)[C:27]([N:24]1[CH2:25][CH2:26][N:21]([CH2:20][CH2:19][CH2:18][N:15]2[CH2:14][CH2:13][N:12]([C:10](=[O:11])[C:9]3[CH:50]=[C:5]([N+:2]([O-:4])=[O:3])[CH:6]=[CH:7][C:8]=3[C:51]3[CH:52]=[C:53]([O:61][CH3:62])[C:54]([O:59][CH3:60])=[C:55]([O:57][CH3:58])[CH:56]=3)[CH2:17][CH2:16]2)[CH2:22][CH2:23]1)=[O:49])([O-:36])=[O:35], predict the reactants needed to synthesize it. The reactants are: [ClH:1].[N+:2]([C:5]1[CH:6]=[CH:7][C:8]([C:51]2[CH:56]=[C:55]([O:57][CH3:58])[C:54]([O:59][CH3:60])=[C:53]([O:61][CH3:62])[CH:52]=2)=[C:9]([CH:50]=1)[C:10]([N:12]1[CH2:17][CH2:16][N:15]([CH2:18][CH2:19][CH2:20][N:21]2[CH2:26][CH2:25][N:24]([C:27](=[O:49])[C:28]3[CH:33]=[C:32]([N+:34]([O-:36])=[O:35])[CH:31]=[CH:30][C:29]=3[C:37]3[CH:42]=[C:41]([O:43][CH3:44])[C:40]([O:45][CH3:46])=[C:39]([O:47][CH3:48])[CH:38]=3)[CH2:23][CH2:22]2)[CH2:14][CH2:13]1)=[O:11])([O-:4])=[O:3]. (2) Given the product [NH2:8][C:9]1[C:16]([C:17]#[N:18])=[C:15]([OH:19])[C:14]([OH:20])=[CH:13][C:10]=1[C:11]#[N:12], predict the reactants needed to synthesize it. The reactants are: C([NH:8][C:9]1[C:16]([C:17]#[N:18])=[C:15]([OH:19])[C:14]([O:20]C)=[CH:13][C:10]=1[C:11]#[N:12])C1C=CC=CC=1.[Cl-].[Al+3].[Cl-].[Cl-].[I-].[Na+]. (3) Given the product [NH2:14][C:12]1[CH:11]=[C:10]([NH:17][C:18](=[O:24])[O:19][C:20]([CH3:23])([CH3:22])[CH3:21])[CH:9]=[C:8]([N:4]2[C:5](=[O:7])[CH:6]=[C:2]([CH3:1])[C:3]2=[O:25])[CH:13]=1, predict the reactants needed to synthesize it. The reactants are: [CH3:1][C:2]1[C:3](=[O:25])[N:4]([C:8]2[CH:9]=[C:10]([NH:17][C:18](=[O:24])[O:19][C:20]([CH3:23])([CH3:22])[CH3:21])[CH:11]=[C:12]([N+:14]([O-])=O)[CH:13]=2)[C:5](=[O:7])[CH:6]=1.Cl[Sn]Cl.C(OCC)(=O)C. (4) The reactants are: [NH2:1][C:2]1[CH:3]=[C:4]([NH:10][S:11]([C:14]2[CH:19]=[CH:18][C:17]([C:20]3[O:21][C:22]([CH3:25])=[CH:23][CH:24]=3)=[C:16]([F:26])[CH:15]=2)(=[O:13])=[O:12])[CH:5]=[CH:6][C:7]=1[O:8][CH3:9].[CH3:27][C:28]([O:31][C:32]([NH:34][C:35]([CH3:40])([C:37](O)=[O:38])[CH3:36])=[O:33])([CH3:30])[CH3:29].CN(C(ON1N=NC2C=CC=CC1=2)=[N+](C)C)C.F[P-](F)(F)(F)(F)F.C(N(CC)C(C)C)(C)C. Given the product [F:26][C:16]1[CH:15]=[C:14]([S:11]([NH:10][C:4]2[CH:5]=[CH:6][C:7]([O:8][CH3:9])=[C:2]([NH:1][C:37](=[O:38])[C:35]([NH:34][C:32](=[O:33])[O:31][C:28]([CH3:30])([CH3:29])[CH3:27])([CH3:40])[CH3:36])[CH:3]=2)(=[O:13])=[O:12])[CH:19]=[CH:18][C:17]=1[C:20]1[O:21][C:22]([CH3:25])=[CH:23][CH:24]=1, predict the reactants needed to synthesize it.